From a dataset of Forward reaction prediction with 1.9M reactions from USPTO patents (1976-2016). Predict the product of the given reaction. (1) Given the reactants [F:1][C:2]1[CH:3]=[C:4]([CH:10]([C:18]2[NH:22][C:21]([C:23]3[N:28]=[CH:27][C:26]([CH:29]([OH:32])[CH2:30][OH:31])=[CH:25][CH:24]=3)=[CH:20][CH:19]=2)[CH2:11][CH:12]2[CH2:17][CH2:16][O:15][CH2:14][CH2:13]2)[CH:5]=[CH:6][C:7]=1SC.O1CCC[CH2:34]1.CO.O[O:41][S:42]([O-:44])=O.[K+], predict the reaction product. The product is: [F:1][C:2]1[CH:3]=[C:4]([CH:10]([C:18]2[NH:22][C:21]([C:23]3[N:28]=[CH:27][C:26]([CH:29]([OH:32])[CH2:30][OH:31])=[CH:25][CH:24]=3)=[CH:20][CH:19]=2)[CH2:11][CH:12]2[CH2:17][CH2:16][O:15][CH2:14][CH2:13]2)[CH:5]=[CH:6][C:7]=1[S:42]([CH3:34])(=[O:44])=[O:41]. (2) Given the reactants CS(C)=O.C(Cl)(=O)C(Cl)=O.[Br:11][C:12]1[CH:17]=[CH:16][C:15]([CH2:18][OH:19])=[CH:14][C:13]=1[CH3:20].C(N(CC)CC)C, predict the reaction product. The product is: [Br:11][C:12]1[CH:17]=[CH:16][C:15]([CH:18]=[O:19])=[CH:14][C:13]=1[CH3:20].